Dataset: Reaction yield outcomes from USPTO patents with 853,638 reactions. Task: Predict the reaction yield, written as a fraction of the theoretical maximum amount of product (1.0 means a 100% yield; for example, 0.34 means a 34% yield). The reactants are CCN(CC)CC.[SH:8][CH2:9][C:10]([OH:12])=[O:11].Cl[C:14]1[CH:19]=[CH:18][C:17]([N+:20]([O-:22])=[O:21])=[CH:16][C:15]=1[N+:23]([O-:25])=[O:24].O. The catalyst is O1CCOCC1. The product is [N+:20]([C:17]1[CH:16]=[C:15]([N+:23]([O-:25])=[O:24])[CH:14]=[CH:19][C:18]=1[S:8][CH2:9][C:10]([OH:12])=[O:11])([O-:22])=[O:21]. The yield is 0.740.